This data is from Full USPTO retrosynthesis dataset with 1.9M reactions from patents (1976-2016). The task is: Predict the reactants needed to synthesize the given product. The reactants are: C(OC(=O)[NH:10][C:11]1[C:12]([C:24]([NH:26][C:27]2[CH:28]=[N:29][CH:30]=[CH:31][C:32]=2[N:33]2[CH2:38][CH2:37][CH2:36][C@H:35]([NH:39]C(OC(C)(C)C)=O)[CH2:34]2)=[O:25])=[N:13][C:14]2[C:19]([CH:20]=1)=[CH:18][CH:17]=[C:16]([CH:21](O)[CH3:22])[CH:15]=2)C1C=CC=CC=1.C(N(S(F)(F)[F:54])CC)C.C([O-])(O)=O.[Na+].Br.CC(O)=O. Given the product [NH2:10][C:11]1[C:12]([C:24]([NH:26][C:27]2[CH:28]=[N:29][CH:30]=[CH:31][C:32]=2[N:33]2[CH2:38][CH2:37][CH2:36][C@H:35]([NH2:39])[CH2:34]2)=[O:25])=[N:13][C:14]2[C:19]([CH:20]=1)=[CH:18][CH:17]=[C:16]([CH:21]([F:54])[CH3:22])[CH:15]=2, predict the reactants needed to synthesize it.